From a dataset of Catalyst prediction with 721,799 reactions and 888 catalyst types from USPTO. Predict which catalyst facilitates the given reaction. (1) Reactant: [O:1]=[S:2]1(=[O:17])[CH2:6][CH2:5][CH2:4][N:3]1[C:7]1[CH:15]=[CH:14][C:10]([C:11]([OH:13])=O)=[CH:9][C:8]=1[CH3:16].[Cl:18][C:19]1[CH:30]=[CH:29][C:22]2[NH:23][C:24]([C@@H:26]([NH2:28])[CH3:27])=[N:25][C:21]=2[CH:20]=1.CN(C(ON1N=NC2C=CC=CC1=2)=[N+](C)C)C.[B-](F)(F)(F)F.CN1CCOCC1. Product: [Cl:18][C:19]1[CH:30]=[CH:29][C:22]2[NH:23][C:24]([C@@H:26]([NH:28][C:11](=[O:13])[C:10]3[CH:14]=[CH:15][C:7]([N:3]4[CH2:4][CH2:5][CH2:6][S:2]4(=[O:1])=[O:17])=[C:8]([CH3:16])[CH:9]=3)[CH3:27])=[N:25][C:21]=2[CH:20]=1. The catalyst class is: 39. (2) Reactant: [C:1]([O:5][C:6](=[O:32])[NH:7][CH2:8][CH2:9][NH:10][C:11]1[C:20]2[C:15](=[CH:16][CH:17]=[C:18]([N+:21]([O-])=O)[CH:19]=2)[N:14]=[C:13]([C:24]2[CH:29]=[CH:28][CH:27]=[CH:26][C:25]=2[O:30][CH3:31])[N:12]=1)([CH3:4])([CH3:3])[CH3:2]. Product: [C:1]([O:5][C:6](=[O:32])[NH:7][CH2:8][CH2:9][NH:10][C:11]1[C:20]2[C:15](=[CH:16][CH:17]=[C:18]([NH2:21])[CH:19]=2)[N:14]=[C:13]([C:24]2[CH:29]=[CH:28][CH:27]=[CH:26][C:25]=2[O:30][CH3:31])[N:12]=1)([CH3:4])([CH3:3])[CH3:2]. The catalyst class is: 45. (3) Product: [CH3:22][C:11]([C:5]1[CH:4]=[CH:3][C:2]([F:1])=[CH:10][C:6]=1[C:7]([OH:9])=[O:8])([CH3:23])[CH2:12][C@:13]([O:21][Si:29]([CH2:34][CH3:35])([CH2:32][CH3:33])[CH2:30][CH3:31])([C:17]([F:19])([F:20])[F:18])[CH2:14][C:15]#[CH:16]. The catalyst class is: 3. Reactant: [F:1][C:2]1[CH:3]=[CH:4][C:5]([C:11]([CH3:23])([CH3:22])[CH2:12][C@:13]([OH:21])([C:17]([F:20])([F:19])[F:18])[CH2:14][C:15]#[CH:16])=[C:6]([CH:10]=1)[C:7]([OH:9])=[O:8].N1C=CN=C1.[Si:29](Cl)([CH2:34][CH3:35])([CH2:32][CH3:33])[CH2:30][CH3:31].